This data is from Forward reaction prediction with 1.9M reactions from USPTO patents (1976-2016). The task is: Predict the product of the given reaction. (1) Given the reactants [CH3:1][S:2]([C:5]1[CH:20]=[CH:19][C:8]([CH2:9][O:10][C:11]2[CH:12]=[CH:13][C:14]([CH:17]=O)=[N:15][CH:16]=2)=[CH:7][CH:6]=1)(=[O:4])=[O:3].Cl.[NH2:22][OH:23].C([O-])(O)=O.[Na+], predict the reaction product. The product is: [CH3:1][S:2]([C:5]1[CH:20]=[CH:19][C:8]([CH2:9][O:10][C:11]2[CH:12]=[CH:13][C:14]([CH:17]=[N:22][OH:23])=[N:15][CH:16]=2)=[CH:7][CH:6]=1)(=[O:4])=[O:3]. (2) Given the reactants [F:1][C:2]([F:7])([F:6])[C:3]([OH:5])=[O:4].[CH:8]1([N:11]2[C:15]3[C:16]([O:34][C@@H:35]([C@H:37]4[CH2:41][NH:40][C:39](=[O:42])[CH2:38]4)[CH3:36])=[N:17][C:18]([C:20]4[CH:25]=[CH:24][C:23]([N:26]5[CH2:31][CH2:30][NH:29][CH2:28][CH2:27]5)=[C:22]([O:32][CH3:33])[CH:21]=4)=[CH:19][C:14]=3[N:13]=[CH:12]2)[CH2:10][CH2:9]1.C(N(CC)CC)C.C(OC(=O)C)(=O)C, predict the reaction product. The product is: [C:3]([N:29]1[CH2:30][CH2:31][N:26]([C:23]2[CH:24]=[CH:25][C:20]([C:18]3[N:17]=[C:16]([O:34][C@@H:35]([C@H:37]4[CH2:41][NH:40][C:39](=[O:42])[CH2:38]4)[CH3:36])[C:15]4[N:11]([CH:8]5[CH2:10][CH2:9]5)[CH:12]=[N:13][C:14]=4[CH:19]=3)=[CH:21][C:22]=2[O:32][CH3:33])[CH2:27][CH2:28]1)(=[O:4])[CH3:2].[F:1][C:2]([F:7])([F:6])[C:3]([OH:5])=[O:4]. (3) Given the reactants [OH:1][C:2]1[C:3](=[O:19])[N:4]([CH3:18])[C:5]([C:13]([N:15]([CH3:17])[CH3:16])=[O:14])=[C:6]2[C:11]=1[C:10](=[O:12])[NH:9][CH2:8][CH2:7]2.[H-].[Na+].[Cl:22][C:23]1[CH:24]=[C:25]([CH:28]=[CH:29][C:30]=1[F:31])[CH2:26]Br, predict the reaction product. The product is: [Cl:22][C:23]1[CH:24]=[C:25]([CH:28]=[CH:29][C:30]=1[F:31])[CH2:26][N:9]1[CH2:8][CH2:7][C:6]2[C:11](=[C:2]([OH:1])[C:3](=[O:19])[N:4]([CH3:18])[C:5]=2[C:13]([N:15]([CH3:16])[CH3:17])=[O:14])[C:10]1=[O:12]. (4) Given the reactants [Cl:1][C:2]1[C:3]([F:45])=[C:4]([C@@H:8]2[C@:12]([C:15]3[CH:20]=[CH:19][C:18]([Cl:21])=[CH:17][C:16]=3[F:22])([C:13]#[N:14])[C@H:11]([CH2:23][C:24]([CH3:27])([CH3:26])[CH3:25])[NH:10][C@H:9]2[C:28]([NH:30][C:31]2[CH:42]=[CH:41][C:34]([C:35]([O:37][CH2:38][CH2:39][OH:40])=[O:36])=[CH:33][C:32]=2[O:43][CH3:44])=[O:29])[CH:5]=[CH:6][CH:7]=1.[C:46]([O:50][C:51]([NH:53][CH2:54][C:55](O)=[O:56])=[O:52])([CH3:49])([CH3:48])[CH3:47], predict the reaction product. The product is: [C:46]([O:50][C:51]([NH:53][CH2:54][C:55]([O:40][CH2:39][CH2:38][O:37][C:35](=[O:36])[C:34]1[CH:41]=[CH:42][C:31]([NH:30][C:28]([C@H:9]2[C@H:8]([C:4]3[CH:5]=[CH:6][CH:7]=[C:2]([Cl:1])[C:3]=3[F:45])[C@:12]([C:15]3[CH:20]=[CH:19][C:18]([Cl:21])=[CH:17][C:16]=3[F:22])([C:13]#[N:14])[C@H:11]([CH2:23][C:24]([CH3:25])([CH3:26])[CH3:27])[NH:10]2)=[O:29])=[C:32]([O:43][CH3:44])[CH:33]=1)=[O:56])=[O:52])([CH3:49])([CH3:48])[CH3:47].